This data is from Full USPTO retrosynthesis dataset with 1.9M reactions from patents (1976-2016). The task is: Predict the reactants needed to synthesize the given product. (1) Given the product [C:1]([C@@H:3]1[CH2:7][N:6]([C:8]2[CH:13]=[CH:12][N:11]3[N:14]=[CH:15][C:16]([C:17]([N:19]([CH2:29][C:30]4[CH:35]=[CH:34][C:33]([O:36][CH3:37])=[CH:32][CH:31]=4)[CH2:20][C:21]4[CH:22]=[CH:23][C:24]([O:27][CH3:28])=[CH:25][CH:26]=4)=[O:18])=[C:10]3[CH:9]=2)[C@@H:5]([C:38]2[CH:43]=[CH:42][CH:41]=[C:40]([F:44])[CH:39]=2)[CH2:4]1)(=[O:45])[NH2:2], predict the reactants needed to synthesize it. The reactants are: [C:1]([C@@H:3]1[CH2:7][N:6]([C:8]2[CH:13]=[CH:12][N:11]3[N:14]=[CH:15][C:16]([C:17]([N:19]([CH2:29][C:30]4[CH:35]=[CH:34][C:33]([O:36][CH3:37])=[CH:32][CH:31]=4)[CH2:20][C:21]4[CH:26]=[CH:25][C:24]([O:27][CH3:28])=[CH:23][CH:22]=4)=[O:18])=[C:10]3[CH:9]=2)[C@@H:5]([C:38]2[CH:43]=[CH:42][CH:41]=[C:40]([F:44])[CH:39]=2)[CH2:4]1)#[N:2].[OH-:45].[Na+].OO. (2) Given the product [CH2:13]([N:20]1[CH:24]([CH3:25])[CH2:23][CH:22]([C:27]([O:28][CH3:29])=[O:30])[C:21]1=[O:26])[C:14]1[CH:19]=[CH:18][CH:17]=[CH:16][CH:15]=1, predict the reactants needed to synthesize it. The reactants are: [Li]CCCC.C(NC(C)C)(C)C.[CH2:13]([N:20]1[CH:24]([CH3:25])[CH2:23][CH2:22][C:21]1=[O:26])[C:14]1[CH:19]=[CH:18][CH:17]=[CH:16][CH:15]=1.[C:27](=O)([O:30]C)[O:28][CH3:29].[O-][Mn](=O)(=O)=O.[K+]. (3) Given the product [CH2:13]([C:15]1[C:16]2[CH2:17][CH2:18][CH2:19][CH2:20][C:21]=2[C:22]([NH2:25])=[CH:23][CH:24]=1)[CH3:14], predict the reactants needed to synthesize it. The reactants are: CC1C2C(=CC=CC=2)C(N)=CC=1.[CH2:13]([C:15]1[CH:24]=[CH:23][C:22]([N+:25]([O-])=O)=[C:21]2[C:16]=1[CH2:17][CH2:18][CH2:19][CH2:20]2)[CH3:14]. (4) Given the product [CH:13]([CH:2]1[C:3](=[O:17])[NH:4][C:5]2[CH:10]=[CH:9][C:8]([CH3:11])=[CH:7][C:6]=2[O:12]1)([CH3:15])[CH3:14], predict the reactants needed to synthesize it. The reactants are: Br[CH:2]([CH:13]([CH3:15])[CH3:14])[CH2:3][N-:4][C:5]1[CH:10]=[CH:9][C:8]([CH3:11])=[CH:7][C:6]=1[OH:12].C(=O)([O-])[O-:17].[K+].[K+].O.Cl. (5) Given the product [F:1][C:2]1[CH:7]=[CH:6][C:5]([F:8])=[CH:4][C:3]=1[CH:9]([S:20]([C:23]1[CH:28]=[CH:27][C:26]([F:29])=[CH:25][CH:24]=1)(=[O:22])=[O:21])[C:10]1[C:11]([CH3:19])=[CH:12][C:13]([C:16]([NH:18][CH2:33][N:34]([CH3:30])[CH3:35])=[O:17])=[N:14][CH:15]=1, predict the reactants needed to synthesize it. The reactants are: [F:1][C:2]1[CH:7]=[CH:6][C:5]([F:8])=[CH:4][C:3]=1[CH:9]([S:20]([C:23]1[CH:28]=[CH:27][C:26]([F:29])=[CH:25][CH:24]=1)(=[O:22])=[O:21])[C:10]1[C:11]([CH3:19])=[CH:12][C:13]([C:16]([NH2:18])=[O:17])=[N:14][CH:15]=1.[CH2:30]=O.Cl.[CH3:33][NH:34][CH3:35].O. (6) Given the product [CH3:34][C:35]1([CH3:47])[CH2:37][CH:36]1[C:2]1[C:3]([NH:14][C:15]2[C:24]3[C:19](=[CH:20][C:21]([F:26])=[CH:22][C:23]=3[F:25])[N:18]=[C:17]([C:27]3[CH:32]=[CH:31][CH:30]=[CH:29][N:28]=3)[C:16]=2[CH3:33])=[CH:4][C:5]([N:8]2[CH2:13][CH2:12][O:11][CH2:10][CH2:9]2)=[N:6][CH:7]=1, predict the reactants needed to synthesize it. The reactants are: Br[C:2]1[C:3]([NH:14][C:15]2[C:24]3[C:19](=[CH:20][C:21]([F:26])=[CH:22][C:23]=3[F:25])[N:18]=[C:17]([C:27]3[CH:32]=[CH:31][CH:30]=[CH:29][N:28]=3)[C:16]=2[CH3:33])=[CH:4][C:5]([N:8]2[CH2:13][CH2:12][O:11][CH2:10][CH2:9]2)=[N:6][CH:7]=1.[CH3:34][C:35]1([CH3:47])[CH2:37][CH:36]1B1OC(C)(C)C(C)(C)O1.C1(P(C2CCCCC2)C2CCCCC2)CCCCC1.[O-]P([O-])([O-])=O.[K+].[K+].[K+].